From a dataset of Full USPTO retrosynthesis dataset with 1.9M reactions from patents (1976-2016). Predict the reactants needed to synthesize the given product. (1) Given the product [O:30]1[C:26]2[CH:25]=[CH:24][N:23]=[C:22]([O:21][C:20]3[CH:31]=[CH:32][C:33]([C:2]4[C:3](=[O:15])[N:4]([CH:9]5[CH2:14][CH2:13][CH2:12][CH2:11][O:10]5)[N:5]=[CH:6][C:7]=4[CH3:8])=[C:18]([CH3:52])[CH:19]=3)[C:27]=2[CH:28]=[CH:29]1, predict the reactants needed to synthesize it. The reactants are: Cl[C:2]1[C:3](=[O:15])[N:4]([CH:9]2[CH2:14][CH2:13][CH2:12][CH2:11][O:10]2)[N:5]=[CH:6][C:7]=1[CH3:8].CO[C:18]1[CH:19]=[C:20]([CH:31]=[CH:32][C:33]=1B1OC(C)(C)C(C)(C)O1)[O:21][C:22]1[C:27]2[CH:28]=[CH:29][O:30][C:26]=2[CH:25]=[CH:24][N:23]=1.P([O-])([O-])([O-])=O.[K+].[K+].[K+].O1CCC[CH2:52]1. (2) Given the product [ClH:47].[NH2:37][C@H:29]([CH2:30][C:31]1[CH:32]=[CH:33][CH:34]=[CH:35][CH:36]=1)[C:28]([N:25]1[CH2:24][CH2:23][CH:22]([N:13]2[N:12]=[C:11]([C:5]3[CH:6]=[CH:7][C:8]([O:9][CH3:10])=[C:3]([O:2][CH3:1])[CH:4]=3)[C@@H:20]3[C@@H:15]([CH2:16][CH2:17][CH2:18][CH2:19]3)[C:14]2=[O:21])[CH2:27][CH2:26]1)=[O:45], predict the reactants needed to synthesize it. The reactants are: [CH3:1][O:2][C:3]1[CH:4]=[C:5]([C:11]2[C@@H:20]3[C@@H:15]([CH2:16][CH2:17][CH2:18][CH2:19]3)[C:14](=[O:21])[N:13]([CH:22]3[CH2:27][CH2:26][N:25]([C:28](=[O:45])[C@H:29]([NH:37]C(=O)OC(C)(C)C)[CH2:30][C:31]4[CH:36]=[CH:35][CH:34]=[CH:33][CH:32]=4)[CH2:24][CH2:23]3)[N:12]=2)[CH:6]=[CH:7][C:8]=1[O:9][CH3:10].Cl.[Cl:47]CCl. (3) Given the product [F:1][C:2]1[CH:7]=[CH:6][CH:5]=[C:4]([F:8])[C:3]=1[C:9]1[NH:10][C:11]2[C:16]([CH:17]=1)=[CH:15][C:14]([NH:18][C:19]1[C:20]([NH2:27])=[CH:21][C:22]([O:25][CH3:26])=[CH:23][CH:24]=1)=[CH:13][CH:12]=2, predict the reactants needed to synthesize it. The reactants are: [F:1][C:2]1[CH:7]=[CH:6][CH:5]=[C:4]([F:8])[C:3]=1[C:9]1[NH:10][C:11]2[C:16]([CH:17]=1)=[CH:15][C:14]([NH:18][C:19]1[CH:24]=[CH:23][C:22]([O:25][CH3:26])=[CH:21][C:20]=1[N+:27]([O-])=O)=[CH:13][CH:12]=2. (4) Given the product [C:1]1([CH3:16])[CH:6]=[CH:5][C:4]([C:7]([C:9]2[N:10]=[C:11](/[CH:51]=[CH:50]/[C:49]([O:53][CH2:54][CH3:55])=[O:52])[CH:12]=[CH:13][CH:14]=2)=[O:8])=[CH:3][CH:2]=1, predict the reactants needed to synthesize it. The reactants are: [C:1]1([CH3:16])[CH:6]=[CH:5][C:4]([C:7]([C:9]2[CH:14]=[CH:13][CH:12]=[C:11](Br)[N:10]=2)=[O:8])=[CH:3][CH:2]=1.C1(P(C2C=CC=CC=2)C2C=CC=CC=2)C=CC=CC=1.C(N(CCCC)CCCC)CCC.[C:49]([O:53][CH2:54][CH3:55])(=[O:52])[CH:50]=[CH2:51].